This data is from Experimentally validated miRNA-target interactions with 360,000+ pairs, plus equal number of negative samples. The task is: Binary Classification. Given a miRNA mature sequence and a target amino acid sequence, predict their likelihood of interaction. (1) The miRNA is hsa-miR-3692-5p with sequence CCUGCUGGUCAGGAGUGGAUACUG. The protein sequence of the target gene is MAFSDLTSRTVRFYDNWIKDADPRVEDYLLMSSPLPQTIILGLYVYFVTSLGPKLMENRKPFELKKAMITYNFFIVLFSVYMCYEFVMSGWGTGYSFRCDIVDYSQSPRAMRMVHTCWLYYFSKFIELLDTIFFVLRKKNSQVTFLHVFHHTIMPWTWWFGVKFAAGGLGTFHAFLNTAVHVVMYSYYGLCAMGPAYQKYLWWKKHLTSLQLVQFVLVTIHIGQIFFMEDCNYQYPVFLYIIMSYGCIFLLLFLHFWYRAYTKGQRLPKTLENGNCKSKRH. Result: 0 (no interaction). (2) The miRNA is dme-miR-124-3p with sequence UAAGGCACGCGGUGAAUGCCAAG. The protein sequence of the target gene is MAAVLESLLREEVPVAAAVRWIARSTPSSEDSSEVAALSALRPLRKEFVPFLLNFLREQSSRVLPQGPSTPAKTPVASAALPARQGAPARGGRGARSQLFPAAEPLSAAAEAPLARRAGRRRGPGPGPSRERGGRGSGAAEEGASGESPPWAGGRKPKGSGSPGSPRLSLSDPPNLSNLEEFPPVGTVPPGSAGRTKPSRRINPTPVSEERSLSKPKTCFTSPPISCVPSSQPSTLDTSPWGLGLPPGCRSLQEEREMLRKARTKQLQQSPTPASPIPESGSPVPSRTGNLTAEPADPAR.... Result: 0 (no interaction).